This data is from Full USPTO retrosynthesis dataset with 1.9M reactions from patents (1976-2016). The task is: Predict the reactants needed to synthesize the given product. (1) Given the product [Cl:24][C:22]1[CH:21]=[C:20]2[C:3](=[C:2]([Cl:1])[CH:23]=1)[CH2:4][N:5]([CH3:19])[CH2:6][CH:7]2[C:9]1[CH:14]=[CH:13][C:12]([NH:15][C:16](=[O:18])[CH3:17])=[CH:11][CH:10]=1, predict the reactants needed to synthesize it. The reactants are: [Cl:1][C:2]1[CH:23]=[C:22]([Cl:24])[CH:21]=[CH:20][C:3]=1[CH2:4][N:5]([CH3:19])[CH2:6][CH:7]([C:9]1[CH:14]=[CH:13][C:12]([NH:15][C:16](=[O:18])[CH3:17])=[CH:11][CH:10]=1)O.S(=O)(=O)(O)O. (2) Given the product [CH3:1][O:2][C:3]1[CH:4]=[C:5]([CH:11]=[C:12]([C:16]2[CH:17]=[CH:18][C:19]([O:22][CH3:23])=[CH:20][CH:21]=2)[C:13]([O:15][CH3:24])=[O:14])[CH:6]=[CH:7][C:8]=1[O:9][CH3:10], predict the reactants needed to synthesize it. The reactants are: [CH3:1][O:2][C:3]1[CH:4]=[C:5]([CH:11]=[C:12]([C:16]2[CH:21]=[CH:20][C:19]([O:22][CH3:23])=[CH:18][CH:17]=2)[C:13]([OH:15])=[O:14])[CH:6]=[CH:7][C:8]=1[O:9][CH3:10].[C:24](=O)([O-])[O-].[K+].[K+].CI.